Predict which catalyst facilitates the given reaction. From a dataset of Catalyst prediction with 721,799 reactions and 888 catalyst types from USPTO. (1) Reactant: [Cl:1][C:2]1[S:6][C:5]([C:7]2[O:11][N:10]=[C:9]([CH2:12][N:13]3[CH:17]=[CH:16][N:15]=[CH:14]3)[CH:8]=2)=[CH:4][CH:3]=1.CCN(CC)CC.ClC(Cl)(Cl)[C:27](Cl)=[O:28].Cl.Cl.[CH:34]([N:37]1[CH2:42][CH2:41][CH:40]([NH2:43])[CH2:39][CH2:38]1)([CH3:36])[CH3:35]. Product: [CH:34]([N:37]1[CH2:42][CH2:41][CH:40]([NH:43][C:27]([C:14]2[N:13]([CH2:12][C:9]3[CH:8]=[C:7]([C:5]4[S:6][C:2]([Cl:1])=[CH:3][CH:4]=4)[O:11][N:10]=3)[CH:17]=[CH:16][N:15]=2)=[O:28])[CH2:39][CH2:38]1)([CH3:36])[CH3:35]. The catalyst class is: 2. (2) Reactant: C[O:2][C:3]([C:5]1[N:10]=[CH:9][CH:8]=[CH:7][N:6]=1)=O.O.[NH2:12][NH2:13]. Product: [N:6]1[CH:7]=[CH:8][CH:9]=[N:10][C:5]=1[C:3]([NH:12][NH2:13])=[O:2]. The catalyst class is: 14. (3) Reactant: [CH3:1][N:2]([CH3:17])[CH2:3][CH2:4][C:5]1[CH:6]=[C:7]2[CH:16]=[CH:15][NH:14][N:8]2[C:9](=[O:13])[C:10]=1[C:11]#[N:12].N. Product: [NH2:12][CH2:11][C:10]1[C:9](=[O:13])[N:8]2[NH:14][CH2:15][CH2:16][C:7]2=[CH:6][C:5]=1[CH2:4][CH2:3][N:2]([CH3:1])[CH3:17]. The catalyst class is: 94. (4) Reactant: [Li].[CH2:2](Cl)[C:3]([CH3:6])([CH3:5])[CH3:4].[F:8][C:9]1[CH:14]=[CH:13][CH:12]=[C:11](F)[C:10]=1[C:16]1[O:17][CH2:18][C:19](C)(C)[N:20]=1.C([O-])(O)=O.[Na+]. Product: [CH3:4][C:3]([CH3:6])([CH3:5])[CH2:2][C:11]1[CH:12]=[CH:13][CH:14]=[C:9]([F:8])[C:10]=1[C:16]([NH:20][CH2:19][CH3:18])=[O:17]. The catalyst class is: 1.